Task: Predict the product of the given reaction.. Dataset: Forward reaction prediction with 1.9M reactions from USPTO patents (1976-2016) (1) The product is: [N:10]1([C:7]2[N:8]=[CH:9][C:4]([NH2:1])=[CH:5][CH:6]=2)[CH:14]=[N:13][CH:12]=[N:11]1. Given the reactants [N+:1]([C:4]1[CH:5]=[CH:6][C:7]([N:10]2[CH:14]=[N:13][CH:12]=[N:11]2)=[N:8][CH:9]=1)([O-])=O.O.NN, predict the reaction product. (2) Given the reactants [CH3:1][O:2][C:3]([C:5]1[CH:31]=[CH:30][C:8]2[N:9]=[C:10]([NH:12][CH:13]3[CH2:18][CH2:17][N:16](CC4C=CC(O)=C(OCC)C=4)[CH2:15][CH2:14]3)[O:11][C:7]=2[CH:6]=1)=[O:4].[CH2:32]([O:34][C:35]1[CH:36]=[C:37]([CH:40]=[C:41]([O:44][CH2:45][CH3:46])[C:42]=1[F:43])[CH:38]=O)[CH3:33].C([BH3-])#N.[Na+].C(N(C(C)C)C(C)C)C, predict the reaction product. The product is: [CH3:1][O:2][C:3]([C:5]1[CH:31]=[CH:30][C:8]2[N:9]=[C:10]([NH:12][CH:13]3[CH2:18][CH2:17][N:16]([CH2:38][C:37]4[CH:36]=[C:35]([O:34][CH2:32][CH3:33])[C:42]([F:43])=[C:41]([O:44][CH2:45][CH3:46])[CH:40]=4)[CH2:15][CH2:14]3)[O:11][C:7]=2[CH:6]=1)=[O:4]. (3) Given the reactants C[O:2][C:3](=[O:33])[C@H:4]([CH2:16][C:17]1[CH:22]=[CH:21][C:20]([C:23]2[CH:28]=[CH:27][CH:26]=[CH:25][C:24]=2[S:29]([CH3:32])(=[O:31])=[O:30])=[CH:19][CH:18]=1)[NH:5][C:6](=[O:15])[C:7]1[C:12]([Cl:13])=[CH:11][CH:10]=[CH:9][C:8]=1[Cl:14].[Li+].[OH-], predict the reaction product. The product is: [Cl:14][C:8]1[CH:9]=[CH:10][CH:11]=[C:12]([Cl:13])[C:7]=1[C:6]([NH:5][C@H:4]([C:3]([OH:33])=[O:2])[CH2:16][C:17]1[CH:22]=[CH:21][C:20]([C:23]2[CH:28]=[CH:27][CH:26]=[CH:25][C:24]=2[S:29]([CH3:32])(=[O:31])=[O:30])=[CH:19][CH:18]=1)=[O:15]. (4) Given the reactants [C:1]([C:4]1[CH:14]=[C:13]([O:15][CH3:16])[CH:12]=[CH:11][C:5]=1[O:6][CH2:7]C(O)=O)(=O)[CH3:2].C(OC(=O)C)(=O)C.C(O)(=O)C, predict the reaction product. The product is: [CH3:16][O:15][C:13]1[CH:12]=[CH:11][C:5]2[O:6][CH:7]=[C:1]([CH3:2])[C:4]=2[CH:14]=1. (5) Given the reactants [C:1]([C:3]1[CH:4]=[C:5]2[C:9](=[CH:10][CH:11]=1)[NH:8][CH:7]=[CH:6]2)#[N:2].C([SiH](CC)CC)C, predict the reaction product. The product is: [NH:8]1[C:9]2[C:5](=[CH:4][C:3]([C:1]#[N:2])=[CH:11][CH:10]=2)[CH2:6][CH2:7]1. (6) Given the reactants [OH:1][C:2]1[CH:3]=[C:4]([O:12][C@@H:13]([C@H:15]2[CH2:19][NH:18][C:17](=[O:20])[CH2:16]2)[CH3:14])[C:5]2[S:9][C:8]([CH3:10])=[N:7][C:6]=2[CH:11]=1.CCN(CC)CC.C1(N([S:35]([C:38]([F:41])([F:40])[F:39])(=[O:37])=[O:36])[S:35]([C:38]([F:41])([F:40])[F:39])(=[O:37])=[O:36])C=CC=CC=1.Cl, predict the reaction product. The product is: [F:39][C:38]([F:41])([F:40])[S:35]([O:1][C:2]1[CH:3]=[C:4]([O:12][C@@H:13]([C@@H:15]2[CH2:16][C:17](=[O:20])[NH:18][CH2:19]2)[CH3:14])[C:5]2[S:9][C:8]([CH3:10])=[N:7][C:6]=2[CH:11]=1)(=[O:37])=[O:36]. (7) Given the reactants Br[C:2]1[C:3]([NH:10][CH2:11][C:12]([CH3:15])([CH3:14])[CH3:13])=[N:4][C:5]([C:8]#[N:9])=[N:6][CH:7]=1.[CH2:16]([N:19]1[CH2:24][CH2:23][S:22](=[O:26])(=[O:25])[CH2:21][CH2:20]1)[C:17]#[CH:18].C(N(CC)CC)C, predict the reaction product. The product is: [CH3:13][C:12]([CH3:15])([CH3:14])[CH2:11][N:10]1[C:3]2[N:4]=[C:5]([C:8]#[N:9])[N:6]=[CH:7][C:2]=2[CH:18]=[C:17]1[CH2:16][N:19]1[CH2:20][CH2:21][S:22](=[O:25])(=[O:26])[CH2:23][CH2:24]1. (8) Given the reactants [Br-].C([P+](C1C=CC=CC=1)(C1C=CC=CC=1)C1C=CC=CC=1)C1C=CC=CC=1.[Li]CCCC.[C:33]([O:37][C:38]([N:40]1[CH2:44][C@H:43]([CH:45]=[CH:46][C:47]2[CH:52]=[CH:51][CH:50]=[CH:49][CH:48]=2)[C@@H:42]([OH:53])[CH2:41]1)=[O:39])([CH3:36])([CH3:35])[CH3:34], predict the reaction product. The product is: [C:33]([O:37][C:38]([N:40]1[CH2:44][C@H:43]([CH2:45][CH2:46][C:47]2[CH:52]=[CH:51][CH:50]=[CH:49][CH:48]=2)[C@@H:42]([OH:53])[CH2:41]1)=[O:39])([CH3:36])([CH3:34])[CH3:35].